From a dataset of Full USPTO retrosynthesis dataset with 1.9M reactions from patents (1976-2016). Predict the reactants needed to synthesize the given product. (1) Given the product [CH:19]1[C:28]2[C:23](=[CH:24][CH:25]=[CH:26][CH:27]=2)[CH:22]=[CH:21][C:20]=1[S:29]([N:4]1[CH2:5][CH2:6][N:1]([C:7]2[CH:16]=[CH:15][CH:14]=[C:13]3[C:8]=2[C:9]([NH2:18])=[N:10][C:11]([NH2:17])=[N:12]3)[CH2:2][CH2:3]1)(=[O:30])=[O:31], predict the reactants needed to synthesize it. The reactants are: [N:1]1([C:7]2[CH:16]=[CH:15][CH:14]=[C:13]3[C:8]=2[C:9]([NH2:18])=[N:10][C:11]([NH2:17])=[N:12]3)[CH2:6][CH2:5][NH:4][CH2:3][CH2:2]1.[CH:19]1[C:28]2[C:23](=[CH:24][CH:25]=[CH:26][CH:27]=2)[CH:22]=[CH:21][C:20]=1[S:29](Cl)(=[O:31])=[O:30]. (2) Given the product [CH3:6][C:4]([O:7][C@H:8]([CH3:43])[C@@H:9]([C:39]([OH:41])=[O:40])[NH:10][C:11]([C:13]1[CH:18]=[CH:17][C:16]([C:19]2[CH:20]=[CH:21][C:22]([F:25])=[CH:23][CH:24]=2)=[CH:15][C:14]=1[NH:26][C:27]([NH:29][C:30]1[C:31]([CH3:38])=[CH:32][C:33]([CH3:37])=[CH:34][C:35]=1[CH3:36])=[O:28])=[O:12])([CH3:3])[CH3:5], predict the reactants needed to synthesize it. The reactants are: [OH-].[Li+].[CH3:3][C:4]([O:7][C@H:8]([CH3:43])[C@@H:9]([C:39]([O:41]C)=[O:40])[NH:10][C:11]([C:13]1[CH:18]=[CH:17][C:16]([C:19]2[CH:24]=[CH:23][C:22]([F:25])=[CH:21][CH:20]=2)=[CH:15][C:14]=1[NH:26][C:27]([NH:29][C:30]1[C:35]([CH3:36])=[CH:34][C:33]([CH3:37])=[CH:32][C:31]=1[CH3:38])=[O:28])=[O:12])([CH3:6])[CH3:5].CO.O. (3) Given the product [NH2:16][C:10]1[CH:9]=[CH:8][C:7]2[N:6]([CH2:19][CH2:20][OH:21])[C:5]([C:1]([CH3:2])([CH3:3])[CH3:4])=[CH:13][C:12]=2[C:11]=1[C:14]#[N:15], predict the reactants needed to synthesize it. The reactants are: [C:1]([C:5]1[N:6]([CH2:19][CH2:20][OH:21])[C:7]2[CH:8]=[CH:9][C:10]([N+:16]([O-])=O)=[C:11]([C:14]#[N:15])[C:12]=2[CH:13]=1)([CH3:4])([CH3:3])[CH3:2]. (4) Given the product [CH3:13][S:12][C:4]1[N:3]=[C:2](/[CH:1]=[C:21]2/[C:20](=[O:22])[NH:19][C:18](=[O:23])[S:17]/2)[CH:7]=[C:6]([C:8]([F:10])([F:11])[F:9])[N:5]=1, predict the reactants needed to synthesize it. The reactants are: [CH3:1][C:2]1[CH:7]=[C:6]([C:8]([F:11])([F:10])[F:9])[N:5]=[C:4]([S:12][CH3:13])[N:3]=1.[Se](=O)=O.[S:17]1[CH2:21][C:20](=[O:22])[NH:19][C:18]1=[O:23].C(N(CC)CC)C. (5) Given the product [F:14][CH:2]([F:1])[O:3][C:4]1[CH:13]=[C:12]2[C:7]([CH2:8][CH2:9][CH2:10][NH:11]2)=[CH:6][CH:5]=1, predict the reactants needed to synthesize it. The reactants are: [F:1][CH:2]([F:14])[O:3][C:4]1[CH:13]=[C:12]2[C:7]([CH:8]=[CH:9][CH:10]=[N:11]2)=[CH:6][CH:5]=1.[BH3-]C#N.[Na+].B(F)(F)F.CCOCC.O.